Predict the reaction yield, written as a fraction of the theoretical maximum amount of product (1.0 means a 100% yield; for example, 0.34 means a 34% yield). From a dataset of Reaction yield outcomes from USPTO patents with 853,638 reactions. (1) The catalyst is CO.ClCCl. The yield is 0.530. The product is [CH3:1][C@H:2]1[N:6]([S:7]([C:10]2[CH:15]=[CH:14][CH:13]=[CH:12][CH:11]=2)(=[O:9])=[O:8])[CH2:5][C@@H:4]([CH2:16][N:17]2[C:25]3[C:20](=[CH:21][C:22]([C:26]4[CH:30]=[N:29][NH:28][CH:27]=4)=[CH:23][CH:24]=3)[CH:19]=[CH:18]2)[CH2:3]1. The reactants are [CH3:1][C@H:2]1[N:6]([S:7]([C:10]2[CH:15]=[CH:14][CH:13]=[CH:12][CH:11]=2)(=[O:9])=[O:8])[CH2:5][C@@H:4]([CH2:16][N:17]2[C:25]3[C:20](=[CH:21][C:22]([C:26]4[CH:27]=[N:28][N:29](C5CCCCO5)[CH:30]=4)=[CH:23][CH:24]=3)[CH:19]=[CH:18]2)[CH2:3]1.C1(C)C=CC(S(O)(=O)=O)=CC=1.C(=O)(O)[O-].[Na+]. (2) The reactants are [C:1]([NH:11][C@H:12]([C:15]([OH:17])=[O:16])[CH2:13]Cl)([O:3][CH2:4][C:5]1[CH:10]=[CH:9][CH:8]=[CH:7][CH:6]=1)=[O:2].[OH-].[Na+].[C:20]1([SH:26])[CH:25]=[CH:24][CH:23]=[CH:22][CH:21]=1.Cl. The catalyst is O. The product is [C:1]([NH:11][C@H:12]([C:15]([OH:17])=[O:16])[CH2:13][S:26][C:20]1[CH:25]=[CH:24][CH:23]=[CH:22][CH:21]=1)([O:3][CH2:4][C:5]1[CH:10]=[CH:9][CH:8]=[CH:7][CH:6]=1)=[O:2]. The yield is 0.610. (3) The reactants are [C:1]([C:3]1[C:8]([F:9])=[CH:7][C:6]([C:10]2[CH:11]=[N:12][N:13]([C:16]3[CH:24]=[CH:23][C:19]([C:20]([OH:22])=O)=[CH:18][N:17]=3)[C:14]=2[OH:15])=[C:5]([CH3:25])[CH:4]=1)#[N:2].N1(O)C2C=CC=CC=2N=N1.Cl.C(N=C=NCCCN(C)C)C.C(N(C(C)C)C(C)C)C.Cl.Cl.[CH2:59]([N:61]1[CH2:66][CH2:65][NH:64][C@@H:63]([CH3:67])[CH2:62]1)[CH3:60].Cl. The catalyst is O.C(O)C.CN(C=O)C. The product is [CH2:59]([N:61]1[CH2:66][CH2:65][N:64]([C:20]([C:19]2[CH:23]=[CH:24][C:16]([N:13]3[C:14]([OH:15])=[C:10]([C:6]4[C:5]([CH3:25])=[CH:4][C:3]([C:1]#[N:2])=[C:8]([F:9])[CH:7]=4)[CH:11]=[N:12]3)=[N:17][CH:18]=2)=[O:22])[C@@H:63]([CH3:67])[CH2:62]1)[CH3:60]. The yield is 0.437.